Dataset: Forward reaction prediction with 1.9M reactions from USPTO patents (1976-2016). Task: Predict the product of the given reaction. (1) Given the reactants [CH3:1][NH:2][C:3]1[CH:23]=[CH:22][C:6]([CH2:7][CH:8]2[CH2:12][CH2:11][N:10]([C@@H:13]([C:15]3[CH:20]=[CH:19][CH:18]=[CH:17][CH:16]=3)[CH3:14])[C:9]2=[O:21])=[CH:5][CH:4]=1.[C:24](Cl)(=[O:26])[CH3:25].C(N(CC)CC)C.C(=O)([O-])O.[Na+], predict the reaction product. The product is: [CH3:1][N:2]([C:3]1[CH:4]=[CH:5][C:6]([CH2:7][CH:8]2[CH2:12][CH2:11][N:10]([C@@H:13]([C:15]3[CH:16]=[CH:17][CH:18]=[CH:19][CH:20]=3)[CH3:14])[C:9]2=[O:21])=[CH:22][CH:23]=1)[C:24](=[O:26])[CH3:25]. (2) Given the reactants [CH3:1][O:2][C:3]([C:5]1[C:18]([NH:19][C:20]2[CH:25]=[CH:24][C:23]([Br:26])=[CH:22][C:21]=2[Cl:27])=[C:17]([F:28])[C:8]2[N:9]=[CH:10][N:11]([CH2:12][CH2:13][C:14](O)=[O:15])[C:7]=2[CH:6]=1)=[O:4].[CH:29]1[CH:30]=CC2N(O)N=[N:35][C:33]=2[CH:34]=1.O.CCN(CC)CC.N1CCCC1.CCN=C=NCCCN(C)C.Cl, predict the reaction product. The product is: [CH3:1][O:2][C:3]([C:5]1[C:18]([NH:19][C:20]2[CH:25]=[CH:24][C:23]([Br:26])=[CH:22][C:21]=2[Cl:27])=[C:17]([F:28])[C:8]2[N:9]=[CH:10][N:11]([CH2:12][CH2:13][C:14](=[O:15])[N:35]3[CH2:30][CH2:29][CH2:34][CH2:33]3)[C:7]=2[CH:6]=1)=[O:4]. (3) The product is: [Cl:12][C:9]1[CH:10]=[C:11]2[C:6](=[CH:7][CH:8]=1)[N:5]=[C:4]([CH3:13])[CH:3]=[C:2]2[N:22]1[CH2:23][CH2:24][CH:20]([C:14]2[CH:19]=[CH:18][CH:17]=[CH:16][CH:15]=2)[CH2:21]1. Given the reactants Cl[C:2]1[C:11]2[C:6](=[CH:7][CH:8]=[C:9]([Cl:12])[CH:10]=2)[N:5]=[C:4]([CH3:13])[CH:3]=1.[C:14]1([CH:20]2[CH2:24][CH2:23][NH:22][CH2:21]2)[CH:19]=[CH:18][CH:17]=[CH:16][CH:15]=1, predict the reaction product. (4) Given the reactants [CH3:1][O:2][C:3](=[O:30])[C:4]1[CH:16]=[C:15]([Sn](CCCC)(CCCC)CCCC)[CH:14]=[C:6]([C:7]([N:9]([CH3:13])[CH2:10][CH2:11][CH3:12])=[O:8])[CH:5]=1.[CH3:31][C:32](=[CH2:36])[C:33](Cl)=[O:34].C1(P(C2CCCCC2)C2CCCCC2)CCCCC1, predict the reaction product. The product is: [CH3:1][O:2][C:3](=[O:30])[C:4]1[CH:16]=[C:15]([C:33](=[O:34])[C:32]([CH3:36])=[CH2:31])[CH:14]=[C:6]([C:7]([N:9]([CH3:13])[CH2:10][CH2:11][CH3:12])=[O:8])[CH:5]=1. (5) Given the reactants C(O)(C(F)(F)F)=O.[CH2:8]([O:49][CH:50]1[C@H:54]2[C@H:55](OC3CCCCO3)[N:56](C(OC(C)(C)C)=O)[C:57]3[CH:64]=[C:63]([O:65][CH3:66])[CH:62]=[CH:61][C:58]=3[C:59](=[O:60])[N:53]2[CH2:52][CH2:51]1)[CH2:9][CH2:10][CH2:11][CH2:12][CH2:13][CH2:14][CH2:15][CH2:16][O:17][CH:18]1[C@H:22]2[C@H:23](OC3CCCCO3)[N:24](C(OC(C)(C)C)=O)[C:25]3[CH:32]=[C:31]([O:33][CH3:34])[CH:30]=[CH:29][C:26]=3[C:27](=[O:28])[N:21]2[CH2:20][CH2:19]1.C([O-])(O)=O.[Na+], predict the reaction product. The product is: [CH2:16]([O:17][CH:18]1[C@@H:22]2[CH:23]=[N:24][C:25]3[CH:32]=[C:31]([O:33][CH3:34])[CH:30]=[CH:29][C:26]=3[C:27](=[O:28])[N:21]2[CH2:20][CH2:19]1)[CH2:15][CH2:14][CH2:13][CH2:12][CH2:11][CH2:10][CH2:9][CH2:8][O:49][CH:50]1[C@@H:54]2[CH:55]=[N:56][C:57]3[CH:64]=[C:63]([O:65][CH3:66])[CH:62]=[CH:61][C:58]=3[C:59](=[O:60])[N:53]2[CH2:52][CH2:51]1.